From a dataset of NCI-60 drug combinations with 297,098 pairs across 59 cell lines. Regression. Given two drug SMILES strings and cell line genomic features, predict the synergy score measuring deviation from expected non-interaction effect. Synergy scores: CSS=50.3, Synergy_ZIP=-0.432, Synergy_Bliss=-1.20, Synergy_Loewe=-19.0, Synergy_HSA=0.232. Drug 2: CC1C(C(CC(O1)OC2CC(CC3=C2C(=C4C(=C3O)C(=O)C5=C(C4=O)C(=CC=C5)OC)O)(C(=O)CO)O)N)O.Cl. Cell line: SK-MEL-28. Drug 1: C(CC(=O)O)C(=O)CN.Cl.